This data is from NCI-60 drug combinations with 297,098 pairs across 59 cell lines. The task is: Regression. Given two drug SMILES strings and cell line genomic features, predict the synergy score measuring deviation from expected non-interaction effect. (1) Drug 1: CN1C(=O)N2C=NC(=C2N=N1)C(=O)N. Drug 2: B(C(CC(C)C)NC(=O)C(CC1=CC=CC=C1)NC(=O)C2=NC=CN=C2)(O)O. Cell line: HL-60(TB). Synergy scores: CSS=23.4, Synergy_ZIP=1.29, Synergy_Bliss=-3.55, Synergy_Loewe=-72.6, Synergy_HSA=-8.38. (2) Drug 1: CCCS(=O)(=O)NC1=C(C(=C(C=C1)F)C(=O)C2=CNC3=C2C=C(C=N3)C4=CC=C(C=C4)Cl)F. Drug 2: CN(CC1=CN=C2C(=N1)C(=NC(=N2)N)N)C3=CC=C(C=C3)C(=O)NC(CCC(=O)O)C(=O)O. Cell line: KM12. Synergy scores: CSS=15.5, Synergy_ZIP=11.9, Synergy_Bliss=14.0, Synergy_Loewe=4.29, Synergy_HSA=11.3. (3) Drug 1: CN1CCC(CC1)COC2=C(C=C3C(=C2)N=CN=C3NC4=C(C=C(C=C4)Br)F)OC. Drug 2: CC12CCC3C(C1CCC2OP(=O)(O)O)CCC4=C3C=CC(=C4)OC(=O)N(CCCl)CCCl.[Na+]. Cell line: 786-0. Synergy scores: CSS=-1.33, Synergy_ZIP=2.70, Synergy_Bliss=-4.28, Synergy_Loewe=-8.01, Synergy_HSA=-4.14. (4) Drug 1: C1=C(C(=O)NC(=O)N1)F. Drug 2: CC1=C(C(=O)C2=C(C1=O)N3CC4C(C3(C2COC(=O)N)OC)N4)N. Cell line: UACC62. Synergy scores: CSS=44.3, Synergy_ZIP=-15.4, Synergy_Bliss=-19.8, Synergy_Loewe=-12.3, Synergy_HSA=-9.91. (5) Drug 1: CC(C1=C(C=CC(=C1Cl)F)Cl)OC2=C(N=CC(=C2)C3=CN(N=C3)C4CCNCC4)N. Drug 2: C(CN)CNCCSP(=O)(O)O. Cell line: DU-145. Synergy scores: CSS=1.76, Synergy_ZIP=1.21, Synergy_Bliss=0.00300, Synergy_Loewe=-1.96, Synergy_HSA=-1.95. (6) Drug 1: C1CCN(CC1)CCOC2=CC=C(C=C2)C(=O)C3=C(SC4=C3C=CC(=C4)O)C5=CC=C(C=C5)O. Drug 2: CC1=C(C=C(C=C1)NC2=NC=CC(=N2)N(C)C3=CC4=NN(C(=C4C=C3)C)C)S(=O)(=O)N.Cl. Cell line: K-562. Synergy scores: CSS=27.2, Synergy_ZIP=8.14, Synergy_Bliss=8.09, Synergy_Loewe=10.1, Synergy_HSA=10.2.